Dataset: Full USPTO retrosynthesis dataset with 1.9M reactions from patents (1976-2016). Task: Predict the reactants needed to synthesize the given product. (1) Given the product [NH:3]1[CH:2]=[C:6]([C:21]2[CH:20]=[N:19][N:18]([CH3:17])[C:22]=2[CH2:23][CH2:24][C:25]2[CH:26]=[CH:27][C:28]([C:31]([F:32])([F:33])[F:34])=[CH:29][CH:30]=2)[N:5]=[CH:4]1, predict the reactants needed to synthesize it. The reactants are: I[C:2]1[N:3]=[CH:4][N:5](S(C2C=CC(C)=CC=2)(=O)=O)[CH:6]=1.[CH3:17][N:18]1[C:22]([CH2:23][CH2:24][C:25]2[CH:30]=[CH:29][C:28]([C:31]([F:34])([F:33])[F:32])=[CH:27][CH:26]=2)=[C:21](B2OC(C)(C)C(C)(C)O2)[CH:20]=[N:19]1.C(=O)([O-])[O-].[Na+].[Na+].C(O)C. (2) Given the product [Br:11][C:8]1[CH:7]=[C:6]([CH3:10])[C:4]([NH2:5])=[C:3]([CH2:1][CH3:2])[CH:9]=1, predict the reactants needed to synthesize it. The reactants are: [CH2:1]([C:3]1[CH:9]=[CH:8][CH:7]=[C:6]([CH3:10])[C:4]=1[NH2:5])[CH3:2].[Br:11]N1C(=O)CCC1=O.[Na+].[Cl-]. (3) Given the product [CH2:1]([O:8][C@@H:9]1[C@@H:17]([C@H:18]([OH:19])[C:34]([F:37])([F:36])[F:35])[O:16][C@H:15]2[C@H:11]([N:12]=[C:13]([N:20]([CH3:28])[C:21](=[O:27])[O:22][C:23]([CH3:24])([CH3:25])[CH3:26])[S:14]2)[C@@H:10]1[F:29])[C:2]1[CH:3]=[CH:4][CH:5]=[CH:6][CH:7]=1, predict the reactants needed to synthesize it. The reactants are: [CH2:1]([O:8][C@@H:9]1[C@@H:17]([CH:18]=[O:19])[O:16][C@H:15]2[C@H:11]([N:12]=[C:13]([N:20]([CH3:28])[C:21](=[O:27])[O:22][C:23]([CH3:26])([CH3:25])[CH3:24])[S:14]2)[C@@H:10]1[F:29])[C:2]1[CH:7]=[CH:6][CH:5]=[CH:4][CH:3]=1.[Si]([C:34]([F:37])([F:36])[F:35])(C)(C)C.CCCC[N+](CCCC)(CCCC)CCCC.[F-]. (4) Given the product [CH3:13][C@H:14]1[CH2:19][CH2:18][CH2:17][C@@H:16]([CH3:20])[N:15]1[CH2:21][CH2:22][O:12][C:7]1[CH:6]=[CH:5][C:4]2[C:9](=[CH:10][CH:11]=[C:2]([Br:1])[CH:3]=2)[CH:8]=1, predict the reactants needed to synthesize it. The reactants are: [Br:1][C:2]1[CH:3]=[C:4]2[C:9](=[CH:10][CH:11]=1)[CH:8]=[C:7]([OH:12])[CH:6]=[CH:5]2.[CH3:13][C@H:14]1[CH2:19][CH2:18][CH2:17][C@@H:16]([CH3:20])[N:15]1[CH2:21][CH2:22]O.C1(P(C2C=CC=CC=2)C2C=CC=CC=2)C=CC=CC=1.